From a dataset of Peptide-MHC class II binding affinity with 134,281 pairs from IEDB. Regression. Given a peptide amino acid sequence and an MHC pseudo amino acid sequence, predict their binding affinity value. This is MHC class II binding data. (1) The peptide sequence is RKPLDNIKDNVGKME. The MHC is DRB3_0202 with pseudo-sequence DRB3_0202. The binding affinity (normalized) is 0.119. (2) The peptide sequence is ELQMSWLPLCVRLER. The MHC is DRB1_1301 with pseudo-sequence DRB1_1301. The binding affinity (normalized) is 0.692. (3) The peptide sequence is SQDLELSWNLNGLQFY. The binding affinity (normalized) is 0.804. The MHC is HLA-DQA10101-DQB10501 with pseudo-sequence HLA-DQA10101-DQB10501. (4) The peptide sequence is IIFSKNLNIKLNMPL. The MHC is DRB1_0301 with pseudo-sequence DRB1_0301. The binding affinity (normalized) is 0.382. (5) The peptide sequence is FCALILAYSNKTVGE. The MHC is DRB5_0101 with pseudo-sequence DRB5_0101. The binding affinity (normalized) is 0.489. (6) The peptide sequence is NYEQQEQASQQILSS. The MHC is HLA-DPA10103-DPB10401 with pseudo-sequence HLA-DPA10103-DPB10401. The binding affinity (normalized) is 0.144. (7) The peptide sequence is AYVYFASDASTYTTG. The MHC is DRB1_0802 with pseudo-sequence DRB1_0802. The binding affinity (normalized) is 0.740. (8) The peptide sequence is RMQFSSLTVNVRGSG. The MHC is DRB5_0101 with pseudo-sequence DRB5_0101. The binding affinity (normalized) is 0.808. (9) The peptide sequence is NFGKRELKCGDGIFI. The MHC is DRB4_0103 with pseudo-sequence DRB4_0103. The binding affinity (normalized) is 0.324.